This data is from Full USPTO retrosynthesis dataset with 1.9M reactions from patents (1976-2016). The task is: Predict the reactants needed to synthesize the given product. Given the product [Br:1][C:2]1[CH:3]=[C:4]([CH:5]=[CH:6][CH:7]=1)[O:8][C:10]1[CH:15]=[CH:14][C:13]([C:16]([F:19])([F:18])[F:17])=[CH:12][N:11]=1, predict the reactants needed to synthesize it. The reactants are: [Br:1][C:2]1[CH:3]=[C:4]([OH:8])[CH:5]=[CH:6][CH:7]=1.Cl[C:10]1[CH:15]=[CH:14][C:13]([C:16]([F:19])([F:18])[F:17])=[CH:12][N:11]=1.C([O-])([O-])=O.[K+].[K+].O.